From a dataset of Forward reaction prediction with 1.9M reactions from USPTO patents (1976-2016). Predict the product of the given reaction. (1) Given the reactants [NH2:1][C@H:2]1[CH2:6][CH2:5][N:4]([C@H:7]2[CH2:12][CH2:11][C@@H:10]([N:13]([CH:15]([CH3:17])[CH3:16])[CH3:14])[CH2:9][C@H:8]2[C:18]([O:20][CH3:21])=[O:19])[C:3]1=[O:22].Cl[C:24]1[C:33]2[C:28](=[CH:29][CH:30]=[C:31]([C:34]([F:37])([F:36])[F:35])[CH:32]=2)[N:27]=[CH:26][N:25]=1.CCN(CC)CC, predict the reaction product. The product is: [CH:15]([N:13]([CH3:14])[C@H:10]1[CH2:9][C@@H:8]([C:18]([O:20][CH3:21])=[O:19])[C@@H:7]([N:4]2[CH2:5][CH2:6][C@H:2]([NH:1][C:24]3[C:33]4[C:28](=[CH:29][CH:30]=[C:31]([C:34]([F:36])([F:37])[F:35])[CH:32]=4)[N:27]=[CH:26][N:25]=3)[C:3]2=[O:22])[CH2:12][CH2:11]1)([CH3:17])[CH3:16]. (2) Given the reactants [C:9](O[C:9]([O:11][C:12]([CH3:15])([CH3:14])[CH3:13])=[O:10])([O:11][C:12]([CH3:15])([CH3:14])[CH3:13])=[O:10].[NH:16]1[CH2:24][CH2:23][CH2:22][CH:18]([C:19]([OH:21])=[O:20])[CH2:17]1.C(=O)(O)[O-].[Na+].Cl, predict the reaction product. The product is: [C:12]([O:11][C:9]([N:16]1[CH2:24][CH2:23][CH2:22][CH:18]([C:19]([OH:21])=[O:20])[CH2:17]1)=[O:10])([CH3:13])([CH3:14])[CH3:15]. (3) The product is: [CH2:1]([NH:3][C:4](=[O:32])[NH:5][C:6]1[N:11]=[CH:10][C:9]([C:12]2[C:13]([O:34][CH3:33])=[N:14][CH:15]=[C:16]([C:18]([O:20][CH3:21])=[O:19])[CH:17]=2)=[C:8]([C:23]2[S:24][CH:25]=[C:26]([C:28]([F:31])([F:30])[F:29])[N:27]=2)[CH:7]=1)[CH3:2]. Given the reactants [CH2:1]([NH:3][C:4](=[O:32])[NH:5][C:6]1[N:11]=[CH:10][C:9]([C:12]2[C:13](F)=[N:14][CH:15]=[C:16]([C:18]([O:20][CH3:21])=[O:19])[CH:17]=2)=[C:8]([C:23]2[S:24][CH:25]=[C:26]([C:28]([F:31])([F:30])[F:29])[N:27]=2)[CH:7]=1)[CH3:2].[CH3:33][O-:34].[Na+].CO, predict the reaction product. (4) Given the reactants [CH3:1][O:2][C:3]1[C:8]([CH2:9][N:10]2[CH2:15][CH2:14][CH:13]([CH:16]=[C:17](Br)Br)[CH2:12][CH2:11]2)=[CH:7][CH:6]=[CH:5][N:4]=1.CCCCCC.C([Li])CCC.[Cl-].[NH4+], predict the reaction product. The product is: [CH3:1][O:2][C:3]1[C:8]([CH2:9][N:10]2[CH2:15][CH2:14][CH:13]([C:16]#[CH:17])[CH2:12][CH2:11]2)=[CH:7][CH:6]=[CH:5][N:4]=1. (5) Given the reactants [CH2:1]([O:8][C:9]1[CH:17]=[CH:16][C:12]([C:13]([OH:15])=O)=[CH:11][C:10]=1[O:18][CH2:19][CH:20]1[CH2:22][CH2:21]1)[C:2]1[CH:7]=[CH:6][CH:5]=[CH:4][CH:3]=1.Cl.CN(C)CCCN=C=NCC.[C:35]1([S:45]([NH2:48])(=[O:47])=[O:46])[C:36]([S:41]([NH2:44])(=[O:43])=[O:42])=[CH:37][CH:38]=[CH:39][CH:40]=1, predict the reaction product. The product is: [CH2:1]([O:8][C:9]1[CH:17]=[CH:16][C:12]([C:13]([NH:48][S:45]([C:35]2[CH:40]=[CH:39][CH:38]=[CH:37][C:36]=2[S:41](=[O:43])(=[O:42])[NH2:44])(=[O:47])=[O:46])=[O:15])=[CH:11][C:10]=1[O:18][CH2:19][CH:20]1[CH2:22][CH2:21]1)[C:2]1[CH:3]=[CH:4][CH:5]=[CH:6][CH:7]=1. (6) Given the reactants [OH:1][C:2]1[CH:3]=[C:4]([C@@H:8](/[CH:14]=[CH:15]/[CH2:16][CH3:17])[CH2:9][C:10]([O:12][CH3:13])=[O:11])[CH:5]=[CH:6][CH:7]=1, predict the reaction product. The product is: [OH:1][C:2]1[CH:3]=[C:4]([C@H:8]([CH2:14][CH2:15][CH2:16][CH3:17])[CH2:9][C:10]([O:12][CH3:13])=[O:11])[CH:5]=[CH:6][CH:7]=1. (7) Given the reactants [C:1]([O:5][C:6](=[O:9])[CH2:7][NH2:8])([CH3:4])([CH3:3])[CH3:2].C(N(CC)CC)C.Cl[CH2:18][CH2:19][S:20](Cl)(=[O:22])=[O:21], predict the reaction product. The product is: [CH:19]([S:20]([NH:8][CH2:7][C:6]([O:5][C:1]([CH3:4])([CH3:3])[CH3:2])=[O:9])(=[O:22])=[O:21])=[CH2:18].